Task: Binary Classification. Given a drug SMILES string, predict its activity (active/inactive) in a high-throughput screening assay against a specified biological target.. Dataset: HIV replication inhibition screening data with 41,000+ compounds from the AIDS Antiviral Screen (1) The compound is CCOC(=O)C(=O)NNc1nc2c(s1)C(=O)c1ccccc1C2=O. The result is 0 (inactive). (2) The molecule is Cl.O=C1c2ccccc2C(=O)N1CCc1ncc(-c2ccccc2)[nH]1. The result is 0 (inactive).